Task: Predict the product of the given reaction.. Dataset: Forward reaction prediction with 1.9M reactions from USPTO patents (1976-2016) (1) Given the reactants [C:1]([O:5][C:6]([N:8]1[CH2:13][CH2:12][CH:11]([CH2:14][N:15]([CH2:29][CH3:30])[CH:16]2[CH2:25][CH2:24][C:23]3[C:18](=[CH:19][C:20]([N+:26]([O-])=O)=[CH:21][CH:22]=3)[CH2:17]2)[CH2:10][CH2:9]1)=[O:7])([CH3:4])([CH3:3])[CH3:2].[H][H], predict the reaction product. The product is: [C:1]([O:5][C:6]([N:8]1[CH2:13][CH2:12][CH:11]([CH2:14][N:15]([CH:16]2[CH2:25][CH2:24][C:23]3[C:18](=[CH:19][C:20]([NH2:26])=[CH:21][CH:22]=3)[CH2:17]2)[CH2:29][CH3:30])[CH2:10][CH2:9]1)=[O:7])([CH3:2])([CH3:3])[CH3:4]. (2) Given the reactants [CH3:1][N:2]([CH2:9][C:10]1[CH:11]=[N:12][C:13]([C:16]2[CH:21]=[CH:20][C:19]([S:22]([CH3:25])(=[O:24])=[O:23])=[CH:18][CH:17]=2)=[CH:14][CH:15]=1)[CH:3]1[CH2:8][CH2:7][NH:6][CH2:5][CH2:4]1.Cl[C:27]([O:29][C:30]1[CH:35]=[CH:34][CH:33]=[CH:32][CH:31]=1)=[O:28], predict the reaction product. The product is: [CH3:1][N:2]([CH2:9][C:10]1[CH:11]=[N:12][C:13]([C:16]2[CH:17]=[CH:18][C:19]([S:22]([CH3:25])(=[O:24])=[O:23])=[CH:20][CH:21]=2)=[CH:14][CH:15]=1)[CH:3]1[CH2:8][CH2:7][N:6]([C:27]([O:29][C:30]2[CH:35]=[CH:34][CH:33]=[CH:32][CH:31]=2)=[O:28])[CH2:5][CH2:4]1. (3) The product is: [CH:1]1([NH:6][C:7]2[N:12]=[CH:11][N:10]=[C:9]([C:13]([NH:16][C:17]3[CH:22]=[CH:21][C:20]([OH:23])=[CH:19][CH:18]=3)=[O:15])[CH:8]=2)[CH2:2][CH2:3][CH2:4][CH2:5]1. Given the reactants [CH:1]1([NH:6][C:7]2[N:12]=[CH:11][N:10]=[C:9]([C:13]([OH:15])=O)[CH:8]=2)[CH2:5][CH2:4][CH2:3][CH2:2]1.[NH2:16][C:17]1[CH:22]=[CH:21][C:20]([OH:23])=[CH:19][CH:18]=1, predict the reaction product.